Dataset: Catalyst prediction with 721,799 reactions and 888 catalyst types from USPTO. Task: Predict which catalyst facilitates the given reaction. (1) Product: [Cl:1][C:2]1[CH:3]=[CH:4][C:5]2[N:11]3[C:12]([CH3:15])=[N:13][N:14]=[C:10]3[CH:9]([CH2:16][CH2:17][N:18]3[N:22]=[N:21][C:20]([CH2:23][C:24]([OH:26])=[O:25])=[N:19]3)[O:8][CH:7]([C:29]3[CH:34]=[CH:33][CH:32]=[C:31]([O:35][CH3:36])[C:30]=3[O:37][CH3:38])[C:6]=2[CH:39]=1. Reactant: [Cl:1][C:2]1[CH:3]=[CH:4][C:5]2[N:11]3[C:12]([CH3:15])=[N:13][N:14]=[C:10]3[CH:9]([CH2:16][CH2:17][N:18]3[N:22]=[N:21][C:20]([CH2:23][C:24]([O:26]CC)=[O:25])=[N:19]3)[O:8][CH:7]([C:29]3[CH:34]=[CH:33][CH:32]=[C:31]([O:35][CH3:36])[C:30]=3[O:37][CH3:38])[C:6]=2[CH:39]=1.C(=O)([O-])[O-].[K+].[K+].O1CCCC1.Cl. The catalyst class is: 97. (2) Reactant: [F:1][C:2]1[C:33]([F:34])=[C:32]([F:35])[C:31]([F:36])=[C:30]([F:37])[C:3]=1[O:4][S:5]([C:8]1[CH:9]=[C:10]2[C:15](=[CH:16][CH:17]=1)[C:14]([CH:18]1[CH2:22][CH2:21][CH2:20][N:19]1C(OC(C)(C)C)=O)=[N:13][CH:12]=[CH:11]2)(=[O:7])=[O:6].[C:38]([OH:44])([C:40]([F:43])([F:42])[F:41])=[O:39]. Product: [F:41][C:40]([F:43])([F:42])[C:38]([OH:44])=[O:39].[NH:19]1[CH2:20][CH2:21][CH2:22][CH:18]1[C:14]1[C:15]2[C:10](=[CH:9][C:8]([S:5]([O:4][C:3]3[C:2]([F:1])=[C:33]([F:34])[C:32]([F:35])=[C:31]([F:36])[C:30]=3[F:37])(=[O:6])=[O:7])=[CH:17][CH:16]=2)[CH:11]=[CH:12][N:13]=1. The catalyst class is: 2. (3) The catalyst class is: 11. Product: [N:21]([CH2:17][C:18]([N:7]([CH:1]1[CH2:2][CH2:3][CH2:4][CH2:5][CH2:6]1)[C:8](=[O:15])[C:9]1[CH:14]=[CH:13][CH:12]=[CH:11][CH:10]=1)=[O:19])=[N+:22]=[N-:23]. Reactant: [CH:1]1([NH:7][C:8](=[O:15])[C:9]2[CH:14]=[CH:13][CH:12]=[CH:11][CH:10]=2)[CH2:6][CH2:5][CH2:4][CH2:3][CH2:2]1.Cl[CH2:17][C:18](Cl)=[O:19].[N-:21]=[N+:22]=[N-:23].[Na+]. (4) Product: [CH3:3][O:4][CH2:5][CH2:6][N:7]1[CH2:11][C@@H:10]([C:12]2[CH:17]=[CH:16][CH:15]=[CH:14][CH:13]=2)[C@H:9]([NH:18][C:26](=[O:37])[O:27][C:28]2[CH:29]=[CH:30][C:31]([N+:34]([O-:36])=[O:35])=[CH:32][CH:33]=2)[CH2:8]1. Reactant: Cl.Cl.[CH3:3][O:4][CH2:5][CH2:6][N:7]1[CH2:11][C@@H:10]([C:12]2[CH:17]=[CH:16][CH:15]=[CH:14][CH:13]=2)[C@H:9]([NH2:18])[CH2:8]1.C(N(CC)CC)C.[C:26](Cl)(=[O:37])[O:27][C:28]1[CH:33]=[CH:32][C:31]([N+:34]([O-:36])=[O:35])=[CH:30][CH:29]=1. The catalyst class is: 2.